Task: Predict the reactants needed to synthesize the given product.. Dataset: Full USPTO retrosynthesis dataset with 1.9M reactions from patents (1976-2016) (1) Given the product [CH3:5][O:6][C:7]([C:9]1[CH:14]=[CH:13][C:12]([C:15]2[CH:20]=[CH:19][C:18]([O:21][CH3:22])=[CH:17][C:16]=2[Br:24])=[CH:11][CH:10]=1)=[O:8], predict the reactants needed to synthesize it. The reactants are: N([O-])=O.[Na+].[CH3:5][O:6][C:7]([C:9]1[CH:14]=[CH:13][C:12]([C:15]2[CH:20]=[CH:19][C:18]([O:21][CH3:22])=[CH:17][C:16]=2N)=[CH:11][CH:10]=1)=[O:8].[BrH:24]. (2) Given the product [C:15]1([CH3:14])[CH:21]=[C:20]([CH3:22])[CH:19]=[C:18]([CH3:23])[C:16]=1[NH:17][C:2](=[S:3])[NH:1][C:4]1[CH:9]=[CH:8][C:7]([CH3:10])=[C:6]([N+:11]([O-:13])=[O:12])[CH:5]=1, predict the reactants needed to synthesize it. The reactants are: [N:1]([C:4]1[CH:9]=[CH:8][C:7]([CH3:10])=[C:6]([N+:11]([O-:13])=[O:12])[CH:5]=1)=[C:2]=[S:3].[CH3:14][C:15]1[CH:21]=[C:20]([CH3:22])[CH:19]=[C:18]([CH3:23])[C:16]=1[NH2:17].